From a dataset of Catalyst prediction with 721,799 reactions and 888 catalyst types from USPTO. Predict which catalyst facilitates the given reaction. (1) Reactant: [NH2:1][C:2]1[CH:13]=[C:6]2[C:7]([O:9][C:10](=[O:12])[NH:11][C:5]2=[CH:4][CH:3]=1)=[O:8].[C:14](OC(=O)C)(=[O:16])[CH3:15]. Product: [C:14]([NH:1][C:2]1[CH:13]=[C:6]2[C:7]([O:9][C:10](=[O:12])[NH:11][C:5]2=[CH:4][CH:3]=1)=[O:8])(=[O:16])[CH3:15]. The catalyst class is: 3. (2) Product: [CH2:1]([O:8][CH2:9][CH2:10][CH2:11][CH2:12][O:13][C:14]1[N:19]=[C:18]2[C:17]([CH2:27][CH2:28][C:21](=[O:26])[NH:20]2)=[CH:16][CH:15]=1)[C:2]1[CH:3]=[CH:4][CH:5]=[CH:6][CH:7]=1. Reactant: [CH2:1]([O:8][CH2:9][CH2:10][CH2:11][CH2:12][O:13][C:14]1[N:19]=[C:18]([NH:20][C:21](=[O:26])C(C)(C)C)[C:17]([CH2:27][CH2:28]C(OCC)=O)=[CH:16][CH:15]=1)[C:2]1[CH:7]=[CH:6][CH:5]=[CH:4][CH:3]=1.Cl.C([O-])([O-])=O.[K+].[K+]. The catalyst class is: 12. (3) Reactant: OS(C(F)(F)F)(=O)=O.[C:9](=[NH:32])([O:11][CH2:12][CH2:13][C:14]1[CH:19]=[CH:18][C:17]([O:20][C:21]2[CH:26]=[CH:25][C:24]([Cl:27])=[C:23]([C:28]([F:31])([F:30])[F:29])[CH:22]=2)=[CH:16][CH:15]=1)[NH2:10].[C:33]([C:35]1[CH:40]=[CH:39][C:38]([CH2:41][CH:42]([CH:48]=O)[C:43](OCC)=[O:44])=[CH:37][CH:36]=1)#[N:34].C([O-])([O-])=O.[K+].[K+]. Product: [Cl:27][C:24]1[CH:25]=[CH:26][C:21]([O:20][C:17]2[CH:16]=[CH:15][C:14]([CH2:13][CH2:12][O:11][C:9]3[NH:10][CH:48]=[C:42]([CH2:41][C:38]4[CH:37]=[CH:36][C:35]([C:33]#[N:34])=[CH:40][CH:39]=4)[C:43](=[O:44])[N:32]=3)=[CH:19][CH:18]=2)=[CH:22][C:23]=1[C:28]([F:31])([F:30])[F:29]. The catalyst class is: 44. (4) Reactant: S(=O)(=O)(O)O.[K].Cl[CH:8]([CH:14]=O)[C:9]([O:11][CH2:12][CH3:13])=[O:10].[Cl:16][C:17]1[N:22]=[N:21][C:20]([NH2:23])=[C:19]([CH3:24])[C:18]=1[CH3:25]. Product: [Cl:16][C:17]1[C:18]([CH3:25])=[C:19]([CH3:24])[C:20]2[N:21]([C:8]([C:9]([O:11][CH2:12][CH3:13])=[O:10])=[CH:14][N:23]=2)[N:22]=1. The catalyst class is: 14. (5) Product: [NH2:24]/[C:23](=[N:27]\[OH:28])/[C:21]1[CH:20]=[CH:19][C:18]2[N:14]([CH:11]3[CH2:10][CH2:9][N:8]([C:6]([O:5][C:1]([CH3:4])([CH3:2])[CH3:3])=[O:7])[CH2:13][CH2:12]3)[C:15](=[O:25])[NH:16][C:17]=2[CH:22]=1. Reactant: [C:1]([O:5][C:6]([N:8]1[CH2:13][CH2:12][CH:11]([N:14]2[C:18]3[CH:19]=[CH:20][C:21]([C:23]#[N:24])=[CH:22][C:17]=3[NH:16][C:15]2=[O:25])[CH2:10][CH2:9]1)=[O:7])([CH3:4])([CH3:3])[CH3:2].Cl.[NH2:27][OH:28]. The catalyst class is: 5. (6) Reactant: N(C(OCC)=O)=NC(OCC)=O.[C:13]([O:17][C:18](=[O:25])[N:19]([CH2:23][CH3:24])[CH2:20][CH2:21]O)([CH3:16])([CH3:15])[CH3:14].[C:26]1(=O)[C:34]2[C:29](=[CH:30][CH:31]=[CH:32][CH:33]=2)[C:28](=O)[NH:27]1.C1(P(C2C=CC=CC=2)C2C=CC=CC=2)C=CC=CC=1. Product: [C:13]([O:17][C:18](=[O:25])[N:19]([CH2:20][CH2:21][N:27]1[CH2:28][C:29]2[C:34](=[CH:33][CH:32]=[CH:31][CH:30]=2)[CH2:26]1)[CH2:23][CH3:24])([CH3:16])([CH3:15])[CH3:14]. The catalyst class is: 1. (7) Reactant: C[O:2][C:3]1[CH:8]=[CH:7][CH:6]=[CH:5][C:4]=1[C:9]1[N:10]([CH2:20][CH2:21][C:22]2[CH:27]=[CH:26][CH:25]=[CH:24][CH:23]=2)[C:11](=[O:19])[C:12]2[NH:18][CH2:17][CH2:16][CH2:15][C:13]=2[N:14]=1.[CH3:28][CH:29]=O.[BH-](OC(C)=O)(OC(C)=O)OC(C)=O.[Na+]. Product: [CH2:28]([N:18]1[C:12]2[C:11](=[O:19])[N:10]([CH2:20][CH2:21][C:22]3[CH:23]=[CH:24][CH:25]=[CH:26][CH:27]=3)[C:9]([C:4]3[CH:5]=[CH:6][CH:7]=[CH:8][C:3]=3[OH:2])=[N:14][C:13]=2[CH2:15][CH2:16][CH2:17]1)[CH3:29]. The catalyst class is: 2. (8) Reactant: [NH2:1][C:2]1[CH:3]=[C:4]2[C:9](=[CH:10][CH:11]=1)[CH2:8][NH:7][C:6](=[O:12])[CH2:5]2.[N:13]([O-])=O.[Na+].O.O.Cl[Sn]Cl.[C:22]([CH2:28][C:29]#[N:30])(=O)[C:23]([CH3:26])([CH3:25])[CH3:24]. Product: [C:23]([C:22]1[CH:28]=[C:29]([NH2:30])[N:1]([C:2]2[CH:3]=[C:4]3[C:9](=[CH:10][CH:11]=2)[CH2:8][NH:7][C:6](=[O:12])[CH2:5]3)[N:13]=1)([CH3:26])([CH3:25])[CH3:24]. The catalyst class is: 502. (9) Reactant: [Cl:1][C:2]1[C:3]2[CH:13]=[CH:12][CH:11]=[CH:10][C:4]=2[S:5][C:6]=1[C:7](O)=[O:8].B. Product: [Cl:1][C:2]1[C:3]2[CH:13]=[CH:12][CH:11]=[CH:10][C:4]=2[S:5][C:6]=1[CH2:7][OH:8]. The catalyst class is: 1.